Dataset: Full USPTO retrosynthesis dataset with 1.9M reactions from patents (1976-2016). Task: Predict the reactants needed to synthesize the given product. (1) Given the product [NH2:1][C:2]1[CH:3]=[CH:4][C:5]([C:8]2[CH:9]=[CH:10][C:11]([C:14]3[N:15]([C:32]4[CH:33]=[CH:34][C:35]([Cl:38])=[CH:36][CH:37]=4)[C:16](=[O:31])[C:17]4[CH:22]=[N:21][N:20]([C:23]5[CH:24]=[C:25]([CH:28]=[CH:29][CH:30]=5)[C:26]([NH2:44])=[NH:27])[C:18]=4[N:19]=3)=[CH:12][CH:13]=2)=[N:6][CH:7]=1, predict the reactants needed to synthesize it. The reactants are: [NH2:1][C:2]1[CH:3]=[CH:4][C:5]([C:8]2[CH:13]=[CH:12][C:11]([C:14]3[N:15]([C:32]4[CH:37]=[CH:36][C:35]([Cl:38])=[CH:34][CH:33]=4)[C:16](=[O:31])[C:17]4[CH:22]=[N:21][N:20]([C:23]5[CH:24]=[C:25]([CH:28]=[CH:29][CH:30]=5)[C:26]#[N:27])[C:18]=4[N:19]=3)=[CH:10][CH:9]=2)=[N:6][CH:7]=1.Cl.C(=O)([O-])[O-].[NH4+:44].[NH4+]. (2) Given the product [ClH:47].[NH2:1][CH:2]1[CH2:46][N:5]2[C:6]3[CH:7]=[CH:8][C:9]([C:13]4[NH:14][C:15](=[O:38])[C:16]([C:17]([OH:19])=[O:18])=[C:27]([OH:30])[C:28]=4[CH3:29])=[CH:10][C:11]=3[CH:12]=[C:4]2[CH2:3]1, predict the reactants needed to synthesize it. The reactants are: [NH2:1][CH:2]1[CH2:46][N:5]2[C:6]3[CH:7]=[CH:8][C:9]([C:13]4[C:28]([CH3:29])=[C:27]([O:30]CC5C=CC=CC=5)[C:16]([C:17]([O:19]CC5C=CC=CC=5)=[O:18])=[C:15]([O:38]CC5C=CC=CC=5)[N:14]=4)=[CH:10][C:11]=3[CH:12]=[C:4]2[CH2:3]1.[ClH:47]. (3) Given the product [OH:18][CH2:17][C:16]1[CH:21]=[CH:22][C:13]([CH2:12][N:8]2[C:9]3[C:10](=[O:11])[N:2]([CH3:1])[C:3](=[O:29])[N:4]([CH3:28])[C:5]=3[N:6]=[C:7]2[CH2:23][O:24][CH2:25][CH2:26][CH3:27])=[CH:14][CH:15]=1, predict the reactants needed to synthesize it. The reactants are: [CH3:1][N:2]1[C:10](=[O:11])[C:9]2[N:8]([CH2:12][C:13]3[CH:22]=[CH:21][C:16]([C:17](OC)=[O:18])=[CH:15][CH:14]=3)[C:7]([CH2:23][O:24][CH2:25][CH2:26][CH3:27])=[N:6][C:5]=2[N:4]([CH3:28])[C:3]1=[O:29].[BH4-].[Li+].[Cl-].[NH4+].